This data is from Catalyst prediction with 721,799 reactions and 888 catalyst types from USPTO. The task is: Predict which catalyst facilitates the given reaction. (1) Reactant: [CH:1]1([C:4](Cl)=[O:5])[CH2:3][CH2:2]1.[NH2:7][CH2:8][C:9]1[N:10]([CH2:21][CH:22]([CH3:24])[CH3:23])[C:11]2[C:16]([CH3:17])=[C:15]([CH3:18])[N:14]=[C:13]([NH2:19])[C:12]=2[N:20]=1.C(N(CC)CC)C. Product: [NH2:19][C:13]1[C:12]2[N:20]=[C:9]([CH2:8][NH:7][C:4]([CH:1]3[CH2:3][CH2:2]3)=[O:5])[N:10]([CH2:21][CH:22]([CH3:24])[CH3:23])[C:11]=2[C:16]([CH3:17])=[C:15]([CH3:18])[N:14]=1. The catalyst class is: 4. (2) Reactant: Cl.Cl[CH2:3][N:4]1[CH:8]=[C:7]([C:9]([F:12])([F:11])[F:10])[N:6]=[CH:5]1.[F:13][C:14]([F:23])([F:22])[CH2:15][CH2:16][CH:17]([C:20]#[N:21])[C:18]#[N:19].C(=O)([O-])[O-].[K+].[K+].O. Product: [F:10][C:9]([F:12])([F:11])[C:7]1[N:6]=[CH:5][N:4]([CH2:3][C:17]([CH2:16][CH2:15][C:14]([F:13])([F:22])[F:23])([C:18]#[N:19])[C:20]#[N:21])[CH:8]=1. The catalyst class is: 9. (3) Reactant: [CH2:1]([O:3][CH2:4][N:5]([C:16]1[CH:20]=[C:19]([CH3:21])[O:18][N:17]=1)[S:6]([C:9]1[CH:13]=[C:12]([CH3:14])[S:11][C:10]=1Br)(=[O:8])=[O:7])[CH3:2].[CH:22]([C:24]1[CH:29]=[CH:28][C:27](B(O)O)=[CH:26][CH:25]=1)=[O:23].C(=O)([O-])[O-].[Na+].[Na+]. Product: [CH2:1]([O:3][CH2:4][N:5]([C:16]1[CH:20]=[C:19]([CH3:21])[O:18][N:17]=1)[S:6]([C:9]1[CH:13]=[C:12]([CH3:14])[S:11][C:10]=1[C:27]1[CH:28]=[CH:29][C:24]([CH:22]=[O:23])=[CH:25][CH:26]=1)(=[O:8])=[O:7])[CH3:2]. The catalyst class is: 234. (4) Reactant: [Li+].[OH-].CC[O:5][C:6]([CH:8]1[CH2:13][N:12]([C:14]([O:16][C:17]([CH3:20])([CH3:19])[CH3:18])=[O:15])[C:11]2[CH:21]=[C:22]([Cl:29])[C:23]([NH:25][C:26](=[O:28])[CH3:27])=[CH:24][C:10]=2[O:9]1)=[O:7]. Product: [C:17]([O:16][C:14]([N:12]1[C:11]2[CH:21]=[C:22]([Cl:29])[C:23]([NH:25][C:26](=[O:28])[CH3:27])=[CH:24][C:10]=2[O:9][CH:8]([C:6]([OH:7])=[O:5])[CH2:13]1)=[O:15])([CH3:18])([CH3:19])[CH3:20]. The catalyst class is: 20. (5) Reactant: [CH3:1][O:2][C:3]1[N:8]=[CH:7][C:6]([NH:9][C:10]2[C:15]([C:16]3[CH:21]=[C:20](S(C)=O)[N:19]=[C:18]([CH3:25])[N:17]=3)=[N:14][CH:13]=[CH:12][N:11]=2)=[CH:5][CH:4]=1.[OH-].[NH4+:27]. Product: [CH3:1][O:2][C:3]1[N:8]=[CH:7][C:6]([NH:9][C:10]2[C:15]([C:16]3[N:17]=[C:18]([CH3:25])[N:19]=[C:20]([NH2:27])[CH:21]=3)=[N:14][CH:13]=[CH:12][N:11]=2)=[CH:5][CH:4]=1. The catalyst class is: 12.